Dataset: Full USPTO retrosynthesis dataset with 1.9M reactions from patents (1976-2016). Task: Predict the reactants needed to synthesize the given product. (1) Given the product [N+:32]([C:29]1[CH:30]=[CH:31][C:26]([O:25][NH:14][C:16](=[O:17])[O-:19])=[CH:27][CH:28]=1)([O-:34])=[O:33].[CH:1]1[CH:2]=[CH:3][C:4]([Cl:15])=[C:5]([C:7]2([NH2:14])[C:12](=[O:13])[CH2:11][CH2:10][CH2:9][CH2:8]2)[CH:6]=1, predict the reactants needed to synthesize it. The reactants are: [CH:1]1[CH:2]=[CH:3][C:4]([Cl:15])=[C:5]([C:7]2([NH2:14])[C:12](=[O:13])[CH2:11][CH2:10][CH2:9][CH2:8]2)[CH:6]=1.[C:16]([O-:19])([O-])=[O:17].[Na+].[Na+].ClC([O:25][C:26]1[CH:31]=[CH:30][C:29]([N+:32]([O-:34])=[O:33])=[CH:28][CH:27]=1)=O. (2) Given the product [F:1][C:2]1[CH:7]=[CH:6][C:5]([F:8])=[CH:4][C:3]=1[C:9]1([CH2:17][NH2:18])[CH2:14][CH2:13][CH:12]([O:15][CH3:16])[CH2:11][CH2:10]1, predict the reactants needed to synthesize it. The reactants are: [F:1][C:2]1[CH:7]=[CH:6][C:5]([F:8])=[CH:4][C:3]=1[C:9]1([C:17]#[N:18])[CH2:14][CH2:13][CH:12]([O:15][CH3:16])[CH2:11][CH2:10]1.[H-].[H-].[H-].[H-].[Li+].[Al+3]. (3) Given the product [CH3:1][O:2][C:3]1[CH:13]=[CH:12][CH:11]=[C:5]2[C:4]=1[C:9](=[O:10])[N:15]([CH:16]1[CH2:21][CH2:20][C:19](=[O:22])[NH:18][C:17]1=[O:23])[C:6]2=[O:8], predict the reactants needed to synthesize it. The reactants are: [CH3:1][O:2][C:3]1[CH:13]=[CH:12][CH:11]=[C:5]2[C:6]([O:8][C:9](=[O:10])[C:4]=12)=O.Cl.[NH2:15][CH:16]1[CH2:21][CH2:20][C:19](=[O:22])[NH:18][C:17]1=[O:23].C([O-])(=O)C.[Na+]. (4) Given the product [C:11]([C:7]1[S:6][C:5]2[C:3]([OH:4])=[N:18][C:17]([C:16]([F:21])([F:20])[F:15])=[N:10][C:9]=2[CH:8]=1)([CH3:14])([CH3:13])[CH3:12], predict the reactants needed to synthesize it. The reactants are: CO[C:3]([C:5]1[S:6][C:7]([C:11]([CH3:14])([CH3:13])[CH3:12])=[CH:8][C:9]=1[NH2:10])=[O:4].[F:15][C:16]([F:21])([F:20])[C:17](N)=[NH:18]. (5) Given the product [NH2:74][C:75]1[N:76]=[CH:77][N:78]=[C:79]([NH:19][C@H:17]([C:8]2[C:7]([C:27]3[CH:32]=[CH:31][CH:30]=[CH:29][N:28]=3)=[C:6]([C:4]([NH:3][CH2:1][CH3:2])=[O:5])[C:15]3[C:10](=[CH:11][CH:12]=[C:13]([F:16])[CH:14]=3)[N:9]=2)[CH3:18])[C:80]=1[C:81]#[N:82], predict the reactants needed to synthesize it. The reactants are: [CH2:1]([NH:3][C:4]([C:6]1[C:15]2[C:10](=[CH:11][CH:12]=[C:13]([F:16])[CH:14]=2)[N:9]=[C:8]([C@@H:17]([NH:19]C(=O)OC(C)(C)C)[CH3:18])[C:7]=1[C:27]1[CH:32]=[CH:31][CH:30]=[CH:29][N:28]=1)=[O:5])[CH3:2].Cl.O1CCOCC1.N[C@H](C1C(C2C=CC=CN=2)=C(C(NCC)=O)C2C(=CC=C(F)C=2)N=1)C.CCN(C(C)C)C(C)C.[NH2:74][C:75]1[C:80]([C:81]#[N:82])=[C:79](Cl)[N:78]=[CH:77][N:76]=1. (6) Given the product [CH3:14][O:8][CH:7]1[C:3]2([CH2:9][CH2:10][C:11]([CH3:13])=[CH:12][CH:2]2[CH3:1])[CH2:4][CH2:5][O:6]1, predict the reactants needed to synthesize it. The reactants are: [CH3:1][CH:2]1[CH:12]=[C:11]([CH3:13])[CH2:10][CH2:9][C:3]21[CH:7]([OH:8])[O:6][CH2:5][CH2:4]2.[CH3:14]O. (7) Given the product [CH:1]1([C:4]2[C:5]([O:13][CH2:14][C:15]([F:18])([F:17])[F:16])=[N:6][CH:7]=[C:8]([CH:12]=2)[C:9]([NH:25][N:19]2[CH2:24][CH2:23][O:22][CH2:21][CH2:20]2)=[O:11])[CH2:2][CH2:3]1, predict the reactants needed to synthesize it. The reactants are: [CH:1]1([C:4]2[C:5]([O:13][CH2:14][C:15]([F:18])([F:17])[F:16])=[N:6][CH:7]=[C:8]([CH:12]=2)[C:9]([OH:11])=O)[CH2:3][CH2:2]1.[N:19]1([NH2:25])[CH2:24][CH2:23][O:22][CH2:21][CH2:20]1.